Dataset: Full USPTO retrosynthesis dataset with 1.9M reactions from patents (1976-2016). Task: Predict the reactants needed to synthesize the given product. (1) Given the product [C:3]([OH:5])(=[O:2])[CH3:4].[CH2:6]([C:8]([C:26]1[S:30][C:29]([S:31]([NH2:34])(=[O:33])=[O:32])=[C:28]([CH3:35])[CH:27]=1)([C:11]1[CH:16]=[CH:15][C:14]([O:17][CH2:18][CH:19]([OH:24])[C:20]([CH3:22])([CH3:23])[CH3:21])=[C:13]([CH3:25])[CH:12]=1)[CH2:9][CH3:10])[CH3:7], predict the reactants needed to synthesize it. The reactants are: C[O:2][C:3](=[O:5])[CH3:4].[CH2:6]([C:8]([C:26]1[S:30][C:29]([S:31]([NH2:34])(=[O:33])=[O:32])=[C:28]([CH3:35])[CH:27]=1)([C:11]1[CH:16]=[CH:15][C:14]([O:17][CH2:18][CH:19]([OH:24])[C:20]([CH3:23])([CH3:22])[CH3:21])=[C:13]([CH3:25])[CH:12]=1)[CH2:9][CH3:10])[CH3:7].[Li+].[OH-].O. (2) Given the product [Cl:1][C:2]1[CH:3]=[C:4]([O:9][Si:10]([C:13]([CH3:16])([CH3:15])[CH3:14])([CH3:12])[CH3:11])[CH:5]=[C:6]([Cl:8])[CH:7]=1, predict the reactants needed to synthesize it. The reactants are: [Cl:1][C:2]1[CH:3]=[C:4]([OH:9])[CH:5]=[C:6]([Cl:8])[CH:7]=1.[Si:10](Cl)([C:13]([CH3:16])([CH3:15])[CH3:14])([CH3:12])[CH3:11].C(N(CC)C(C)C)(C)C.